This data is from Full USPTO retrosynthesis dataset with 1.9M reactions from patents (1976-2016). The task is: Predict the reactants needed to synthesize the given product. (1) Given the product [CH:1]1([NH:6][C:7]2[C:8]3[N:9]([CH:15]=[C:16]([N+:18]([O-:20])=[O:19])[CH:17]=3)[N:10]=[CH:11][C:12]=2[C:13]([NH2:14])=[O:21])[CH2:5][CH2:4][CH2:3][CH2:2]1, predict the reactants needed to synthesize it. The reactants are: [CH:1]1([NH:6][C:7]2[C:8]3[N:9]([CH:15]=[C:16]([N+:18]([O-:20])=[O:19])[CH:17]=3)[N:10]=[CH:11][C:12]=2[C:13]#[N:14])[CH2:5][CH2:4][CH2:3][CH2:2]1.[OH-:21].[NH4+].OO. (2) The reactants are: [O:1]1[CH2:5][CH2:4][NH:3][C:2]1=[O:6].[C:7](Cl)(=[O:12])[CH2:8][CH2:9][CH:10]=[CH2:11]. Given the product [C:7]([N:3]1[CH2:4][CH2:5][O:1][C:2]1=[O:6])(=[O:12])[CH2:8][CH2:9][CH:10]=[CH2:11], predict the reactants needed to synthesize it. (3) Given the product [C:1]([N:8]1[CH2:9][CH:10]([N:12]([CH3:21])[C:13]2[S:14][CH:15]=[CH:16][N:17]=2)[CH2:11]1)([O:3][C:4]([CH3:7])([CH3:6])[CH3:5])=[O:2], predict the reactants needed to synthesize it. The reactants are: [C:1]([N:8]1[CH2:11][CH:10]([NH:12][C:13]2[S:14][CH:15]=[CH:16][N:17]=2)[CH2:9]1)([O:3][C:4]([CH3:7])([CH3:6])[CH3:5])=[O:2].[H-].[Na+].I[CH3:21].CO. (4) The reactants are: [I:1][C:2]1[C:10]2[C:5](=[N:6][CH:7]=[N:8][C:9]=2[NH2:11])[NH:4][N:3]=1.C(=O)([O-])[O-].[Cs+].[Cs+].I[CH:19]([CH3:21])[CH3:20].CCOC(C)=O. Given the product [I:1][C:2]1[C:10]2[C:5](=[N:6][CH:7]=[N:8][C:9]=2[NH2:11])[N:4]([CH:19]([CH3:21])[CH3:20])[N:3]=1, predict the reactants needed to synthesize it. (5) Given the product [C:15]([C:2]1[CH:3]=[C:4]([CH:8]=[CH:9][CH:10]=1)[C:5]([OH:7])=[O:6])(=[O:11])[CH:14]([CH3:16])[CH3:13], predict the reactants needed to synthesize it. The reactants are: I[C:2]1[CH:3]=[C:4]([CH:8]=[CH:9][CH:10]=1)[C:5]([OH:7])=[O:6].[O:11]1[CH2:15][CH2:14][CH2:13]C1.[CH2:16]([Li])CCC.O.